This data is from Peptide-MHC class I binding affinity with 185,985 pairs from IEDB/IMGT. The task is: Regression. Given a peptide amino acid sequence and an MHC pseudo amino acid sequence, predict their binding affinity value. This is MHC class I binding data. (1) The MHC is HLA-B39:01 with pseudo-sequence HLA-B39:01. The peptide sequence is KLADYLLLQ. The binding affinity (normalized) is 0.0847. (2) The peptide sequence is CPLERFAEL. The MHC is HLA-B35:01 with pseudo-sequence HLA-B35:01. The binding affinity (normalized) is 0.572. (3) The peptide sequence is SSDSENNPEY. The MHC is HLA-A33:01 with pseudo-sequence HLA-A33:01. The binding affinity (normalized) is 0.